Dataset: Ames mutagenicity test results for genotoxicity prediction. Task: Regression/Classification. Given a drug SMILES string, predict its toxicity properties. Task type varies by dataset: regression for continuous values (e.g., LD50, hERG inhibition percentage) or binary classification for toxic/non-toxic outcomes (e.g., AMES mutagenicity, cardiotoxicity, hepatotoxicity). Dataset: ames. (1) The molecule is N[C@H](Cc1ccc(N(CCCl)CCCl)cc1)C(=O)O. The result is 1 (mutagenic). (2) The molecule is C=C(C)C#N. The result is 0 (non-mutagenic).